From a dataset of Reaction yield outcomes from USPTO patents with 853,638 reactions. Predict the reaction yield, written as a fraction of the theoretical maximum amount of product (1.0 means a 100% yield; for example, 0.34 means a 34% yield). (1) The reactants are C([O-])=O.[NH4+].C([N:12]1[CH2:16][CH:15]2[C:17](=[CH2:26])[C:18]3[CH:19]=[CH:20][C:21]([O:24][CH3:25])=[CH:22][C:23]=3[CH:14]2[CH2:13]1)C1C=CC=CC=1. The catalyst is CO.[Pd]. The product is [CH3:25][O:24][C:21]1[CH:20]=[CH:19][C:18]2[CH:17]([CH3:26])[CH:15]3[CH2:16][NH:12][CH2:13][CH:14]3[C:23]=2[CH:22]=1. The yield is 1.00. (2) The reactants are [Cl:1][C:2]1[CH:7]=[CH:6][C:5]([C:8]2[S:9][C:10]3[CH:16]=[C:15]([O:17]C)[CH:14]=[CH:13][C:11]=3[N:12]=2)=[C:4]([O:19]C)[CH:3]=1.COC1C=CC(N)=CC=1.ClC1C=CC(C(O)=O)=C(O)C=1.B(Br)(Br)Br. The catalyst is ClCCl. The product is [Cl:1][C:2]1[CH:7]=[CH:6][C:5]([C:8]2[S:9][C:10]3[CH:16]=[C:15]([OH:17])[CH:14]=[CH:13][C:11]=3[N:12]=2)=[C:4]([OH:19])[CH:3]=1. The yield is 0.870. (3) The reactants are Cl[C:2]1[CH:7]=[CH:6][C:5]([C:8]2[S:9][C:10]3[N:11]=[CH:12][N:13]=[CH:14][C:15]=3[N:16]=2)=[CH:4][C:3]=1[C:17]#[N:18].[F:19][C:20]1[CH:21]=[C:22]([OH:26])[CH:23]=[CH:24][CH:25]=1.[H-].[Na+].O. The catalyst is CS(C)=O. The product is [C:17]([C:3]1[CH:4]=[C:5]([C:8]2[S:9][C:10]3[N:11]=[CH:12][N:13]=[CH:14][C:15]=3[N:16]=2)[CH:6]=[CH:7][C:2]=1[O:26][C:22]1[CH:23]=[CH:24][CH:25]=[C:20]([F:19])[CH:21]=1)#[N:18]. The yield is 0.780. (4) The reactants are Br[CH2:2][C:3]1[C:4]2[C:9]([CH:10]=[C:11]3[C:16]=1[CH:15]=[CH:14][CH:13]=[CH:12]3)=[CH:8][CH:7]=[CH:6][CH:5]=2.[N-:17]=[N+:18]=[N-:19].[Na+]. The catalyst is CN(C)C=O. The product is [N:17]([CH2:2][C:3]1[C:4]2[C:9]([CH:10]=[C:11]3[C:16]=1[CH:15]=[CH:14][CH:13]=[CH:12]3)=[CH:8][CH:7]=[CH:6][CH:5]=2)=[N+:18]=[N-:19]. The yield is 0.870. (5) The reactants are Br[C:2]1([C:12]([O:14][CH3:15])=[O:13])[C:10](=[O:11])[C:6]2[CH:7]=[CH:8][S:9][C:5]=2[CH2:4][CH2:3]1.C(=O)([O-])[O-].[Li+].[Li+]. The catalyst is CN(C=O)C. The product is [OH:11][C:10]1[C:6]2[CH:7]=[CH:8][S:9][C:5]=2[CH:4]=[CH:3][C:2]=1[C:12]([O:14][CH3:15])=[O:13]. The yield is 0.320. (6) The product is [OH:2][C:3]1[C:8]2[N:9]=[C:10]([NH:12][C:13]([C:15]3[S:16][C:17]([CH3:20])=[CH:18][CH:19]=3)=[O:14])[S:11][C:7]=2[C:6]([C:21]2[CH:26]=[CH:25][CH:24]=[CH:23][CH:22]=2)=[CH:5][CH:4]=1. The reactants are C[O:2][C:3]1[C:8]2[N:9]=[C:10]([NH:12][C:13]([C:15]3[S:16][C:17]([CH3:20])=[CH:18][CH:19]=3)=[O:14])[S:11][C:7]=2[C:6]([C:21]2[CH:26]=[CH:25][CH:24]=[CH:23][CH:22]=2)=[CH:5][CH:4]=1.B(Br)(Br)Br. The yield is 0.190. The catalyst is C(OCC)(=O)C. (7) The reactants are [F:1][C:2]1[CH:3]=[CH:4][C:5]([O:10][CH3:11])=[C:6]([CH2:8]O)[CH:7]=1.O=S(Cl)[Cl:14]. The catalyst is C1(C)C=CC=CC=1. The product is [Cl:14][CH2:8][C:6]1[CH:7]=[C:2]([F:1])[CH:3]=[CH:4][C:5]=1[O:10][CH3:11]. The yield is 0.610. (8) The reactants are [Cl:1][C:2]1[CH:3]=[C:4]([C:8]2[CH:9]=[C:10]3[C:14](=[CH:15][CH:16]=2)[NH:13][C:12](=[O:17])[CH2:11]3)[CH:5]=[CH:6][CH:7]=1.[O:18]1CCOCC1. No catalyst specified. The product is [Cl:1][C:2]1[CH:3]=[C:4]([C:8]2[CH:9]=[C:10]3[C:14](=[CH:15][CH:16]=2)[NH:13][C:12](=[O:17])[C:11]3=[O:18])[CH:5]=[CH:6][CH:7]=1. The yield is 0.760. (9) The reactants are [CH2:1]([O:8][C:9]1[C:13]([O:14][CH2:15][C:16]2[CH:21]=[CH:20][CH:19]=[CH:18][CH:17]=2)=[C:12]([C:22](=[O:26])[N:23]([CH3:25])[CH3:24])[N:11]([C:27]2[CH:32]=[CH:31][C:30]([OH:33])=[CH:29][CH:28]=2)[C:10]=1[C:34]([O:36][CH2:37][CH3:38])=[O:35])[C:2]1[CH:7]=[CH:6][CH:5]=[CH:4][CH:3]=1.[CH3:39][S:40][CH2:41][CH2:42][CH2:43]O.C1(P(C2C=CC=CC=2)C2C=CC=CC=2)C=CC=CC=1.CC(OC(/N=N/C(OC(C)C)=O)=O)C. The catalyst is C1COCC1. The product is [CH2:1]([O:8][C:9]1[C:13]([O:14][CH2:15][C:16]2[CH:21]=[CH:20][CH:19]=[CH:18][CH:17]=2)=[C:12]([C:22](=[O:26])[N:23]([CH3:25])[CH3:24])[N:11]([C:27]2[CH:32]=[CH:31][C:30]([O:33][CH2:43][CH2:42][CH2:41][S:40][CH3:39])=[CH:29][CH:28]=2)[C:10]=1[C:34]([O:36][CH2:37][CH3:38])=[O:35])[C:2]1[CH:7]=[CH:6][CH:5]=[CH:4][CH:3]=1. The yield is 0.850. (10) The reactants are [NH:1](/[C:8](/[NH:21][CH:22]([CH3:24])[CH3:23])=[CH:9]\[C:10]([C:12]1[C:13](Cl)=[N:14][C:15]([Cl:19])=[C:16]([F:18])[CH:17]=1)=[O:11])[C:2]1[CH:7]=[CH:6][CH:5]=[CH:4][CH:3]=1.[H-].[Na+]. The catalyst is CN(C=O)C.O. The product is [Cl:19][C:15]1[N:14]=[C:13]2[C:12]([C:10](=[O:11])[CH:9]=[C:8]([NH:21][CH:22]([CH3:24])[CH3:23])[N:1]2[C:2]2[CH:7]=[CH:6][CH:5]=[CH:4][CH:3]=2)=[CH:17][C:16]=1[F:18]. The yield is 0.640.